From a dataset of Full USPTO retrosynthesis dataset with 1.9M reactions from patents (1976-2016). Predict the reactants needed to synthesize the given product. (1) The reactants are: [CH3:1][C:2]1[C:11]2[C:6](=[CH:7][CH:8]=[CH:9][CH:10]=2)[C:5]([C:12](Cl)=[O:13])=[CH:4][CH:3]=1.[CH:15]1[CH:23]=[CH:22][CH:21]=[C:20]2[C:16]=1[CH:17]=[C:18]1[CH2:27][CH2:26][CH2:25][CH2:24][N:19]12.[Cl-].[Cl-].C([Al+2])C. Given the product [CH3:1][C:2]1[C:11]2[C:6](=[CH:7][CH:8]=[CH:9][CH:10]=2)[C:5]([C:12]([C:17]2[C:16]3[C:20](=[CH:21][CH:22]=[CH:23][CH:15]=3)[N:19]3[CH2:24][CH2:25][CH2:26][CH2:27][C:18]=23)=[O:13])=[CH:4][CH:3]=1, predict the reactants needed to synthesize it. (2) Given the product [ClH:1].[F:2][C:3]1[CH:8]=[CH:7][C:6]([CH2:9][C:10]2[C:19]3[C:14](=[CH:15][CH:16]=[CH:17][CH:18]=3)[C:13](=[O:20])[NH:12][N:11]=2)=[CH:5][C:4]=1[N:21]1[C:25](=[O:26])[CH:24]([CH3:27])[N:23]([CH2:28][CH2:29][N:30]2[CH2:31][CH2:32][CH2:33][CH2:34]2)[C:22]1=[O:35], predict the reactants needed to synthesize it. The reactants are: [ClH:1].[F:2][C:3]1[CH:8]=[CH:7][C:6]([CH2:9][C:10]2[C:19]3[C:14](=[CH:15][CH:16]=[CH:17][CH:18]=3)[C:13](=[O:20])[NH:12][N:11]=2)=[CH:5][C:4]=1[N:21]1[C:25](=[O:26])[CH:24]([CH3:27])[N:23]([CH2:28][CH2:29][N:30]2[CH2:34][CH2:33][CH2:32][CH2:31]2)[C:22]1=[O:35]. (3) Given the product [I:5][C:6]1[CH:7]=[C:8]2[C:12](=[CH:13][CH:14]=1)[N:11]([C:15]([O:17][C:18]([CH3:21])([CH3:20])[CH3:19])=[O:16])[CH2:10][CH2:9]2, predict the reactants needed to synthesize it. The reactants are: C([BH3-])#N.[Na+].[I:5][C:6]1[CH:7]=[C:8]2[C:12](=[CH:13][CH:14]=1)[NH:11][CH:10]=[CH:9]2.[C:15](O[C:15]([O:17][C:18]([CH3:21])([CH3:20])[CH3:19])=[O:16])([O:17][C:18]([CH3:21])([CH3:20])[CH3:19])=[O:16].C(=O)(O)[O-].[Na+].Cl.C(N)C1C=CC=CC=1. (4) Given the product [C:26]([NH:29][C:20](=[O:22])[C:19]([C:15]1[C:14]([F:24])=[C:13]([C:11]([O:10][CH2:8][CH3:9])=[O:12])[N:17]([CH3:18])[CH:16]=1)=[O:23])([CH3:28])([CH3:27])[CH3:25], predict the reactants needed to synthesize it. The reactants are: CCN(CC)CC.[CH2:8]([O:10][C:11]([C:13]1[N:17]([CH3:18])[CH:16]=[C:15]([C:19](=[O:23])[C:20]([OH:22])=O)[C:14]=1[F:24])=[O:12])[CH3:9].[CH3:25][C:26]([NH2:29])([CH3:28])[CH3:27].CN(C(ON1N=NC2C=CC=NC1=2)=[N+](C)C)C.F[P-](F)(F)(F)(F)F. (5) Given the product [ClH:21].[CH2:1]([N:8]1[CH2:12][C@H:11]2[C:13]3[CH:14]=[CH:15][C:16]([O:25][CH3:24])=[C:17]([Cl:21])[C:18]=3[CH2:19][O:20][C@@:10]2([CH3:23])[CH2:9]1)[C:2]1[CH:7]=[CH:6][CH:5]=[CH:4][CH:3]=1, predict the reactants needed to synthesize it. The reactants are: [CH2:1]([N:8]1[CH2:12][C@H:11]2[C:13]3[CH:14]=[CH:15][C:16](Br)=[C:17]([Cl:21])[C:18]=3[CH2:19][O:20][C@@:10]2([CH3:23])[CH2:9]1)[C:2]1[CH:7]=[CH:6][CH:5]=[CH:4][CH:3]=1.[CH3:24][O-:25].[Na+].